Dataset: Full USPTO retrosynthesis dataset with 1.9M reactions from patents (1976-2016). Task: Predict the reactants needed to synthesize the given product. (1) The reactants are: [I-].[C:2]([CH2:4][P+](C)(C)C)#[N:3].[CH:9]1[NH:15][C:14]2[N:16]([C@@H:19]3[O:23][C@H:22]([CH2:24][OH:25])[C@@H:21]([OH:26])[C@H:20]3[OH:27])[CH:17]=[N:18][C:13]=2[C:11](=[S:12])[N:10]=1.CC[N:30]([CH:34](C)C)[CH:31]([CH3:33])C.CN(C=O)C.[C:42](#N)[CH2:43][CH3:44]. Given the product [N:30]1[C:31]2[CH:33]=[CH:42][C:43]([CH2:44][S:12][C:11]3[N:10]=[CH:9][N:15]=[C:14]4[C:13]=3[N:18]=[CH:17][N:16]4[C@@H:19]3[O:23][C@H:22]([CH2:24][OH:25])[C@@H:21]([OH:26])[C@H:20]3[OH:27])=[CH:4][C:2]=2[NH:3][CH:34]=1, predict the reactants needed to synthesize it. (2) Given the product [NH2:1][C:4]1[CH:9]=[CH:8][C:7]([NH:10][S:11]([CH3:14])(=[O:13])=[O:12])=[CH:6][CH:5]=1, predict the reactants needed to synthesize it. The reactants are: [N+:1]([C:4]1[CH:9]=[CH:8][C:7]([NH:10][S:11]([CH3:14])(=[O:13])=[O:12])=[CH:6][CH:5]=1)([O-])=O.C(OCC)(=O)C.CO. (3) Given the product [C:1]([C:5]1[N:6]=[C:7]([N:16]2[CH2:20][CH2:19][C:18]([F:21])([F:22])[CH2:17]2)[C:8]2[N:13]=[N:12][N:11]([CH2:14][C:15]3[CH:50]=[CH:49][C:48]([Cl:51])=[CH:47][C:46]=3[Cl:52])[C:9]=2[N:10]=1)([CH3:2])([CH3:3])[CH3:4], predict the reactants needed to synthesize it. The reactants are: [C:1]([C:5]1[N:6]=[C:7]([N:16]2[CH2:20][CH2:19][C:18]([F:22])([F:21])[CH2:17]2)[C:8]2[N:13]=[N:12][N:11]([CH2:14][CH3:15])[C:9]=2[N:10]=1)([CH3:4])([CH3:3])[CH3:2].C(C1N=C(N2CCC(F)(F)C2)C2N=NNC=2N=1)(C)(C)C.BrCC1[CH:50]=[CH:49][C:48]([Cl:51])=[CH:47][C:46]=1[Cl:52].